Task: Predict which catalyst facilitates the given reaction.. Dataset: Catalyst prediction with 721,799 reactions and 888 catalyst types from USPTO (1) Reactant: [NH:1]1[C:5]2=[N:6][CH:7]=[CH:8][CH:9]=[C:4]2[CH:3]=[C:2]1[C:10]1[CH:15]=[CH:14][C:13]([S:16]([NH2:19])(=[O:18])=[O:17])=[CH:12][CH:11]=1.[H-].[Na+].[S:23]([C:24]1[CH:29]=[CH:28][C:27]([Cl:30])=[CH:26][N:25]=1)[S:23][C:24]1[CH:29]=[CH:28][C:27]([Cl:30])=[CH:26][N:25]=1. Product: [Cl:30][C:27]1[CH:28]=[CH:29][C:24]([S:23][C:3]2[C:4]3[C:5](=[N:6][CH:7]=[CH:8][CH:9]=3)[NH:1][C:2]=2[C:10]2[CH:11]=[CH:12][C:13]([S:16]([NH2:19])(=[O:18])=[O:17])=[CH:14][CH:15]=2)=[N:25][CH:26]=1. The catalyst class is: 3. (2) Reactant: [CH:1]1[C:2]2[C:16]3[C:11](=[CH:12][CH:13]=[CH:14][CH:15]=3)[CH:10]=[CH:9][C:3]=2[O:4][C:5]=1[C:6]([OH:8])=[O:7].[CH2:17](O)[CH3:18].S(Cl)(Cl)=O. Product: [CH2:17]([C:1]1[C:2]2[C:16]3[C:11](=[CH:12][CH:13]=[CH:14][CH:15]=3)[CH:10]=[CH:9][C:3]=2[O:4][C:5]=1[C:6]([OH:8])=[O:7])[CH3:18]. The catalyst class is: 4. (3) Reactant: [C:1]([NH:4][C:5]1[CH:10]=[C:9]([Cl:11])[CH:8]=[CH:7][C:6]=1/[CH:12]=[CH:13]/[C:14]([OH:16])=O)(=[O:3])[CH3:2].CCN=C=NCCCN(C)C.C1C=CC2N(O)N=NC=2C=1.[CH2:38]([O:45][CH2:46][C@@H:47]1[CH2:52][N:51]([CH2:53][C:54]2[CH:59]=[CH:58][C:57]([F:60])=[CH:56][CH:55]=2)[C@@H:50]([CH3:61])[CH2:49][NH:48]1)[C:39]1[CH:44]=[CH:43][CH:42]=[CH:41][CH:40]=1. Product: [CH2:38]([O:45][CH2:46][C@@H:47]1[CH2:52][N:51]([CH2:53][C:54]2[CH:55]=[CH:56][C:57]([F:60])=[CH:58][CH:59]=2)[C@@H:50]([CH3:61])[CH2:49][N:48]1[C:14](=[O:16])/[CH:13]=[CH:12]/[C:6]1[CH:7]=[CH:8][C:9]([Cl:11])=[CH:10][C:5]=1[NH:4][C:1](=[O:3])[CH3:2])[C:39]1[CH:40]=[CH:41][CH:42]=[CH:43][CH:44]=1. The catalyst class is: 1. (4) Reactant: [O:1]=[C:2]1[C:6](=[CH:7][C:8]2[CH:9]=[C:10]3[C:15](=[CH:16][CH:17]=2)[N:14]=[CH:13][C:12]([C:18]#[N:19])=[C:11]3[C:20]2[CH:21]=[N:22][CH:23]=[CH:24][CH:25]=2)[S:5][C:4](=[S:26])[NH:3]1.IC.[CH:29](N(C(C)C)CC)(C)C. Product: [CH3:29][S:26][C:4]1[S:5][C:6](=[CH:7][C:8]2[CH:9]=[C:10]3[C:15](=[CH:16][CH:17]=2)[N:14]=[CH:13][C:12]([C:18]#[N:19])=[C:11]3[C:20]2[CH:21]=[N:22][CH:23]=[CH:24][CH:25]=2)[C:2](=[O:1])[N:3]=1. The catalyst class is: 10.